Dataset: Catalyst prediction with 721,799 reactions and 888 catalyst types from USPTO. Task: Predict which catalyst facilitates the given reaction. (1) Reactant: C(OC(=O)[NH:7][CH2:8][CH2:9][NH:10][C:11]([C:13]1[S:29][C:16]2=[N:17][C:18]3[C:23]([CH:24]=[C:15]2[CH:14]=1)=[CH:22][C:21]([C:25]([CH3:28])([CH3:27])[CH3:26])=[CH:20][CH:19]=3)=[O:12])(C)(C)C.FC(F)(F)C(O)=O. Product: [NH2:7][CH2:8][CH2:9][NH:10][C:11]([C:13]1[S:29][C:16]2=[N:17][C:18]3[C:23]([CH:24]=[C:15]2[CH:14]=1)=[CH:22][C:21]([C:25]([CH3:27])([CH3:26])[CH3:28])=[CH:20][CH:19]=3)=[O:12]. The catalyst class is: 2. (2) Reactant: [CH2:1]([S:3]([CH2:6][CH2:7][O:8][C:9]1[CH:14]=[C:13]([CH3:15])[C:12]([C:16]2[CH:21]=[CH:20][CH:19]=[C:18]([CH2:22][O:23][C:24]3[CH:29]=[CH:28][C:27]([CH2:30][CH2:31][C:32]([O:34]CC)=[O:33])=[C:26]([F:37])[CH:25]=3)[CH:17]=2)=[C:11]([CH3:38])[CH:10]=1)(=[O:5])=[O:4])[CH3:2].C(O)(=O)C.O.S(=O)(=O)(O)O. Product: [CH2:1]([S:3]([CH2:6][CH2:7][O:8][C:9]1[CH:14]=[C:13]([CH3:15])[C:12]([C:16]2[CH:21]=[CH:20][CH:19]=[C:18]([CH2:22][O:23][C:24]3[CH:29]=[CH:28][C:27]([CH2:30][CH2:31][C:32]([OH:34])=[O:33])=[C:26]([F:37])[CH:25]=3)[CH:17]=2)=[C:11]([CH3:38])[CH:10]=1)(=[O:4])=[O:5])[CH3:2]. The catalyst class is: 13. (3) Reactant: CS(C)=O.C(Cl)(=O)C(Cl)=O.[O:11]([CH2:18][CH2:19][OH:20])[C:12]1[CH:17]=[CH:16][CH:15]=[CH:14][CH:13]=1.C(N(CC)CC)C. Product: [O:11]([CH2:18][CH:19]=[O:20])[C:12]1[CH:17]=[CH:16][CH:15]=[CH:14][CH:13]=1. The catalyst class is: 2. (4) Reactant: [NH2:1][C@H:2]([CH3:7])[CH2:3][C:4]([OH:6])=[O:5].[C:8](OC(=O)C)(=[O:10])C. Product: [CH:8]([NH:1][C@H:2]([CH3:7])[CH2:3][C:4]([OH:6])=[O:5])=[O:10]. The catalyst class is: 106. (5) Reactant: O1CCCC1.[Cl:6][C:7]1[C:8]([C:13]2[CH:14]=[C:15]3[C:19](=[CH:20][CH:21]=2)[NH:18][N:17]=[C:16]3[NH2:22])=[N:9][CH:10]=[CH:11][CH:12]=1.C(N(CC)CC)C.[C:30](O[C:30]([O:32][C:33]([CH3:36])([CH3:35])[CH3:34])=[O:31])([O:32][C:33]([CH3:36])([CH3:35])[CH3:34])=[O:31]. Product: [NH2:22][C:16]1[C:15]2[C:19](=[CH:20][CH:21]=[C:13]([C:8]3[C:7]([Cl:6])=[CH:12][CH:11]=[CH:10][N:9]=3)[CH:14]=2)[N:18]([C:30]([O:32][C:33]([CH3:36])([CH3:35])[CH3:34])=[O:31])[N:17]=1. The catalyst class is: 768.